Dataset: Peptide-MHC class II binding affinity with 134,281 pairs from IEDB. Task: Regression. Given a peptide amino acid sequence and an MHC pseudo amino acid sequence, predict their binding affinity value. This is MHC class II binding data. (1) The peptide sequence is AAYLATRGLDVVDAV. The MHC is HLA-DPA10201-DPB10101 with pseudo-sequence HLA-DPA10201-DPB10101. The binding affinity (normalized) is 0.218. (2) The peptide sequence is GELQCVDKIDAAFKI. The MHC is DRB4_0101 with pseudo-sequence DRB4_0103. The binding affinity (normalized) is 0.415. (3) The peptide sequence is LTQPLQQLTSLFSQV. The MHC is DRB1_0701 with pseudo-sequence DRB1_0701. The binding affinity (normalized) is 0.348. (4) The peptide sequence is FLHATDLLPAC. The MHC is HLA-DQA10102-DQB10602 with pseudo-sequence HLA-DQA10102-DQB10602. The binding affinity (normalized) is 0.772.